Predict which catalyst facilitates the given reaction. From a dataset of Catalyst prediction with 721,799 reactions and 888 catalyst types from USPTO. (1) Reactant: [O:1]([C:8]1[CH:16]=[CH:15][C:11]([C:12](Cl)=[O:13])=[CH:10][CH:9]=1)[C:2]1[CH:7]=[CH:6][CH:5]=[CH:4][CH:3]=1.[CH:17]1([C:23]2[CH:41]=[CH:40][C:26]([CH2:27][NH:28][C:29]3[CH:30]=[CH:31][C:32]([OH:39])=[C:33]([CH:38]=3)[C:34]([O:36][CH3:37])=[O:35])=[CH:25][CH:24]=2)[CH2:22][CH2:21][CH2:20][CH2:19][CH2:18]1.C([O-])(O)=O.[Na+]. Product: [CH:17]1([C:23]2[CH:41]=[CH:40][C:26]([CH2:27][N:28]([C:29]3[CH:30]=[CH:31][C:32]([OH:39])=[C:33]([CH:38]=3)[C:34]([O:36][CH3:37])=[O:35])[C:12](=[O:13])[C:11]3[CH:15]=[CH:16][C:8]([O:1][C:2]4[CH:7]=[CH:6][CH:5]=[CH:4][CH:3]=4)=[CH:9][CH:10]=3)=[CH:25][CH:24]=2)[CH2:22][CH2:21][CH2:20][CH2:19][CH2:18]1. The catalyst class is: 1. (2) Reactant: [Cl:1][CH2:2][CH2:3][O:4][C:5]1[CH:6]=[C:7]2[C:12](=[CH:13][CH:14]=1)[N:11]=[CH:10][N:9]([C:15]1[CH:16]=[C:17]([CH:21]=[CH:22][C:23]=1[CH3:24])[C:18]([OH:20])=O)[C:8]2=[O:25].C(Cl)(=O)C(Cl)=O.Cl.[CH3:33][O:34][NH2:35].C(N(CC)C(C)C)(C)C. Product: [Cl:1][CH2:2][CH2:3][O:4][C:5]1[CH:6]=[C:7]2[C:12](=[CH:13][CH:14]=1)[N:11]=[CH:10][N:9]([C:15]1[CH:16]=[C:17]([CH:21]=[CH:22][C:23]=1[CH3:24])[C:18]([NH:35][O:34][CH3:33])=[O:20])[C:8]2=[O:25]. The catalyst class is: 59. (3) Reactant: [CH2:1]([O:4][C:5]1[CH:10]=[CH:9][C:8]([OH:11])=[CH:7][C:6]=1[N:12]1[C:20](=[O:21])[C:19]2[C:14](=[CH:15][CH:16]=[CH:17][CH:18]=2)[C:13]1=[O:22])[CH:2]=[CH2:3].I[CH2:24][CH3:25].C([O-])([O-])=O.[K+].[K+]. Product: [CH2:1]([O:4][C:5]1[CH:10]=[CH:9][C:8]([O:11][CH2:24][CH3:25])=[CH:7][C:6]=1[N:12]1[C:13](=[O:22])[C:14]2[C:19](=[CH:18][CH:17]=[CH:16][CH:15]=2)[C:20]1=[O:21])[CH:2]=[CH2:3]. The catalyst class is: 21. (4) Reactant: [OH:1][C:2]([CH3:35])([CH3:34])[CH2:3][C@@:4]1([C:28]2[CH:33]=[CH:32][CH:31]=[CH:30][CH:29]=2)[O:9][C:8](=[O:10])[N:7]([C@H:11]([C:13]2[CH:18]=[CH:17][C:16](B3OC(C)(C)C(C)(C)O3)=[CH:15][CH:14]=2)[CH3:12])[CH2:6][CH2:5]1.Cl[C:37]1[N:42]=[N:41][C:40]([C:43]([OH:46])([CH3:45])[CH3:44])=[CH:39][CH:38]=1.C([O-])([O-])=O.[Cs+].[Cs+]. Product: [OH:1][C:2]([CH3:35])([CH3:34])[CH2:3][C@@:4]1([C:28]2[CH:29]=[CH:30][CH:31]=[CH:32][CH:33]=2)[O:9][C:8](=[O:10])[N:7]([C@H:11]([C:13]2[CH:18]=[CH:17][C:16]([C:37]3[N:42]=[N:41][C:40]([C:43]([OH:46])([CH3:45])[CH3:44])=[CH:39][CH:38]=3)=[CH:15][CH:14]=2)[CH3:12])[CH2:6][CH2:5]1. The catalyst class is: 184. (5) Reactant: [CH3:1][C:2]1[CH:7]=[CH:6][C:5]([NH:8][NH2:9])=[CH:4][C:3]=1[S:10][CH2:11][CH2:12][CH3:13].[F:14][C:15]([F:26])([F:25])[C:16](O[C:16](=[O:17])[C:15]([F:26])([F:25])[F:14])=[O:17]. Product: [CH3:1][C:2]1[CH:7]=[CH:6][C:5]([NH:8][NH:9][C:16](=[O:17])[C:15]([F:26])([F:25])[F:14])=[CH:4][C:3]=1[S:10][CH2:11][CH2:12][CH3:13]. The catalyst class is: 17. (6) Reactant: Cl[CH2:2][CH2:3][N:4]([CH2:14][C:15]1[NH:16][C:17](=[O:29])[C:18]2[N:23]=[N:22][N:21]([CH:24]3[CH2:28][CH2:27][CH2:26][CH2:25]3)[C:19]=2[N:20]=1)[CH2:5][C:6]1[CH:11]=[CH:10][C:9]([O:12][CH3:13])=[CH:8][CH:7]=1.[I-].[K+].C(=O)([O-])[O-].[K+].[K+]. Product: [CH:24]1([N:21]2[C:19]3[N:20]=[C:15]4[CH2:14][N:4]([CH2:5][C:6]5[CH:11]=[CH:10][C:9]([O:12][CH3:13])=[CH:8][CH:7]=5)[CH2:3][CH2:2][N:16]4[C:17](=[O:29])[C:18]=3[N:23]=[N:22]2)[CH2:28][CH2:27][CH2:26][CH2:25]1. The catalyst class is: 21. (7) Reactant: [H-].[Na+].[O:3]=[C:4]([CH2:12][CH2:13][CH2:14][CH2:15][CH3:16])[CH2:5]P(=O)(OC)OC.[CH3:17][O:18][C:19](=[O:35])[CH2:20][CH2:21][CH2:22][C:23]#[C:24][CH2:25][N:26]1[C:31](=[O:32])[CH2:30][CH2:29][CH2:28][C@@H:27]1[CH:33]=O. Product: [CH3:17][O:18][C:19](=[O:35])[CH2:20][CH2:21][CH2:22][C:23]#[C:24][CH2:25][N:26]1[C@@H:27](/[CH:33]=[CH:5]/[C:4](=[O:3])[CH2:12][CH2:13][CH2:14][CH2:15][CH3:16])[CH2:28][CH2:29][CH2:30][C:31]1=[O:32]. The catalyst class is: 1. (8) Reactant: [CH2:1]([NH:3][CH2:4][CH3:5])[CH3:2].[CH2:6]([CH:8]1[O:10][CH2:9]1)Cl.[OH-].[Na+]. Product: [CH2:6]([N:3]([CH2:4][CH3:5])[CH2:1][CH3:2])[CH:8]1[O:10][CH2:9]1. The catalyst class is: 6.